Task: Predict which catalyst facilitates the given reaction.. Dataset: Catalyst prediction with 721,799 reactions and 888 catalyst types from USPTO (1) Reactant: [F:1][C:2]([F:9])([F:8])[CH2:3][CH2:4][C:5]([NH2:7])=O.COC1C=CC(P2(=S)SP(=S)(C3C=CC(OC)=CC=3)[S:19]2)=CC=1. Product: [F:1][C:2]([F:9])([F:8])[CH2:3][CH2:4][C:5](=[S:19])[NH2:7]. The catalyst class is: 11. (2) Reactant: [CH3:1][NH:2][CH2:3][CH2:4][CH2:5][CH2:6][CH3:7].[C:8]([O:12][CH3:13])(=[O:11])[CH:9]=[CH2:10]. Product: [CH3:13][O:12][C:8](=[O:11])[CH2:9][CH2:10][N:2]([CH3:1])[CH2:3][CH2:4][CH2:5][CH2:6][CH3:7]. The catalyst class is: 5. (3) Reactant: [N+:1]([C:4]1[CH:5]=[CH:6][CH:7]=[C:8]2[C:13]=1[N:12]=[CH:11][C:10]([S:14]([C:17]1[CH:22]=[CH:21][CH:20]=[CH:19][CH:18]=1)(=[O:16])=[O:15])=[CH:9]2)([O-])=O. Product: [C:17]1([S:14]([C:10]2[CH:11]=[N:12][C:13]3[C:8]([CH:9]=2)=[CH:7][CH:6]=[CH:5][C:4]=3[NH2:1])(=[O:15])=[O:16])[CH:18]=[CH:19][CH:20]=[CH:21][CH:22]=1. The catalyst class is: 180. (4) Reactant: [C:1]([C:3]1[CH:4]=[CH:5][C:6]([F:12])=[C:7](B(O)O)[CH:8]=1)#[N:2].Cl[C:14]1[CH:19]=[N:18][C:17]([C:20]([F:23])([F:22])[F:21])=[CH:16][N:15]=1.C(=O)([O-])[O-].[K+].[K+]. Product: [F:12][C:6]1[CH:5]=[CH:4][C:3]([C:1]#[N:2])=[CH:8][C:7]=1[C:14]1[CH:19]=[N:18][C:17]([C:20]([F:23])([F:22])[F:21])=[CH:16][N:15]=1. The catalyst class is: 70. (5) Reactant: [S:1](N)(N)(=[O:3])=[O:2].[C:6]1([NH:12][C:13]2[C:22]([NH2:23])=[C:21]3[C:16](C=CC=N3)=[CH:15][CH:14]=2)[CH:11]=[CH:10][CH:9]=[CH:8][CH:7]=1. Product: [C:6]1([N:12]2[C:13]3=[C:14]4[C:15](=[CH:16][CH:21]=[C:22]3[NH:23][S:1]2(=[O:3])=[O:2])[CH:8]=[CH:7][CH:6]=[N:12]4)[CH:7]=[CH:8][CH:9]=[CH:10][CH:11]=1. The catalyst class is: 17.